Dataset: Forward reaction prediction with 1.9M reactions from USPTO patents (1976-2016). Task: Predict the product of the given reaction. (1) Given the reactants [CH3:1][O:2][C:3](=[O:19])[C:4](=[O:18])[CH2:5][C:6]([C:9]1[CH:14]=[CH:13][C:12]([I:15])=[CH:11][C:10]=1[O:16][CH3:17])([CH3:8])[CH3:7].[F:20][C:21]([Si](C)(C)C)([F:23])[F:22].C(=O)([O-])[O-].[Cs+].[Cs+].[F-].C([N+](CCCC)(CCCC)CCCC)CCC, predict the reaction product. The product is: [CH3:1][O:2][C:3](=[O:19])[C:4]([OH:18])([C:21]([F:23])([F:22])[F:20])[CH2:5][C:6]([C:9]1[CH:14]=[CH:13][C:12]([I:15])=[CH:11][C:10]=1[O:16][CH3:17])([CH3:8])[CH3:7]. (2) Given the reactants [C:1]1(/[CH:7]=[CH:8]/[CH2:9][O:10][C:11]2[CH:16]=[CH:15][C:14]([F:17])=[CH:13][C:12]=2[N+:18]([O-])=O)[CH:6]=[CH:5][CH:4]=[CH:3][CH:2]=1.[NH4+].[Cl-].CCOC(C)=O, predict the reaction product. The product is: [F:17][C:14]1[CH:15]=[CH:16][C:11]([O:10][CH2:9]/[CH:8]=[CH:7]/[C:1]2[CH:2]=[CH:3][CH:4]=[CH:5][CH:6]=2)=[C:12]([CH:13]=1)[NH2:18].